This data is from Full USPTO retrosynthesis dataset with 1.9M reactions from patents (1976-2016). The task is: Predict the reactants needed to synthesize the given product. (1) Given the product [CH2:12]([C:16]1[CH:17]=[CH:18][C:19]([C:22]#[C:23][C:2]2[CH:7]=[CH:6][C:5]([C:53]#[C:52][C:46]3[CH:47]=[CH:48][C:43]([CH2:38][CH2:37][CH2:42][CH3:41])=[CH:44][CH:45]=3)=[CH:4][C:3]=2[CH:9]2[CH2:11][CH2:10]2)=[CH:20][CH:21]=1)[CH2:13][CH2:14][CH3:15], predict the reactants needed to synthesize it. The reactants are: Cl[C:2]1[CH:7]=[CH:6][C:5](Cl)=[CH:4][C:3]=1[CH:9]1[CH2:11][CH2:10]1.[CH2:12]([C:16]1[CH:21]=[CH:20][C:19]([C:22]#[CH:23])=[CH:18][CH:17]=1)[CH2:13][CH2:14][CH3:15].C(=O)([O-])[O-].[Cs+].[Cs+].C1(P(C2CCCCC2)[C:37]2[CH:42]=[CH:41]C=C[C:38]=2[C:43]2[C:48](C(C)C)=[CH:47][C:46]([CH:52](C)[CH3:53])=[CH:45][C:44]=2C(C)C)CCCCC1. (2) Given the product [F:34][C:16]1[CH:17]=[C:18]([F:33])[C:19]([C:21]2[CH:32]=[N:31][C:24]3[N:25]=[C:26]([NH:29][CH3:30])[N:27]=[CH:28][C:23]=3[CH:22]=2)=[CH:20][C:15]=1[NH:14][C:6]([NH:5][CH2:4][CH2:3][C:2]([CH3:1])([CH3:12])[CH3:13])=[O:11], predict the reactants needed to synthesize it. The reactants are: [CH3:1][C:2]([CH3:13])([CH3:12])[CH2:3][CH2:4][NH:5][C:6](=[O:11])OC(C)=C.[NH2:14][C:15]1[C:16]([F:34])=[CH:17][C:18]([F:33])=[C:19]([C:21]2[CH:32]=[N:31][C:24]3[N:25]=[C:26]([NH:29][CH3:30])[N:27]=[CH:28][C:23]=3[CH:22]=2)[CH:20]=1.CN1CCCC1.C1CCN2C(=NCCC2)CC1.